From a dataset of Reaction yield outcomes from USPTO patents with 853,638 reactions. Predict the reaction yield, written as a fraction of the theoretical maximum amount of product (1.0 means a 100% yield; for example, 0.34 means a 34% yield). (1) The reactants are N[C@@H:2]([CH:26](C)[CH3:27])[C:3](OCN1C(=O)[CH2:27][CH2:26][CH:2](N2C(=O)C3C(=CC=CC=3)C2=O)[C:3]1=O)=O.[NH2:29][C:30]([CH3:55])([CH3:54])[C:31]([O:33][CH2:34][N:35]1[C:40](=[O:41])[CH2:39][CH2:38][CH:37]([N:42]2[C:50](=[O:51])[C:49]3[C:44](=[CH:45][CH:46]=[CH:47][CH:48]=3)[C:43]2=[O:52])[C:36]1=[O:53])=[O:32]. No catalyst specified. The product is [CH3:54][C:30]([N:29]1[CH2:27][CH2:26][CH2:2][CH2:3]1)([CH3:55])[C:31]([O:33][CH2:34][N:35]1[C:40](=[O:41])[CH2:39][CH2:38][CH:37]([N:42]2[C:50](=[O:51])[C:49]3[C:44](=[CH:45][CH:46]=[CH:47][CH:48]=3)[C:43]2=[O:52])[C:36]1=[O:53])=[O:32]. The yield is 0.200. (2) The reactants are CC(OI1(OC(C)=O)(OC(C)=O)OC(=O)C2C=CC=CC1=2)=O.[C:23]([O:27][C:28](=[O:43])[NH:29][C:30]([C:36]1[CH:41]=[CH:40][CH:39]=[C:38]([Br:42])[CH:37]=1)([CH3:35])[CH:31]([OH:34])[C:32]#[CH:33])([CH3:26])([CH3:25])[CH3:24]. The catalyst is C(Cl)Cl. The product is [C:23]([O:27][C:28](=[O:43])[NH:29][C:30]([C:36]1[CH:41]=[CH:40][CH:39]=[C:38]([Br:42])[CH:37]=1)([CH3:35])[C:31](=[O:34])[C:32]#[CH:33])([CH3:24])([CH3:25])[CH3:26]. The yield is 0.900.